This data is from Forward reaction prediction with 1.9M reactions from USPTO patents (1976-2016). The task is: Predict the product of the given reaction. (1) Given the reactants [Cl:1][C:2]1[C:11]2[C:6](=[CH:7][CH:8]=[C:9]([CH:12]([C:14]3[C:15]([CH3:21])=[N:16][C:17]([CH3:20])=[CH:18][CH:19]=3)[OH:13])[CH:10]=2)[N:5]=[C:4]([O:22][CH3:23])[C:3]=1[O:24][CH:25]([CH3:27])[CH3:26], predict the reaction product. The product is: [Cl:1][C:2]1[C:11]2[C:6](=[CH:7][CH:8]=[C:9]([C:12]([C:14]3[C:15]([CH3:21])=[N:16][C:17]([CH3:20])=[CH:18][CH:19]=3)=[O:13])[CH:10]=2)[N:5]=[C:4]([O:22][CH3:23])[C:3]=1[O:24][CH:25]([CH3:27])[CH3:26]. (2) Given the reactants [C:1]([O:5][C:6]([N:8]1[CH2:11][C:10]([O:13][C:14]2[CH:15]=[C:16]3[C:25](=[CH:26][C:27]=2Br)[O:24][CH2:23][C:22]2[N:17]3[CH:18]([CH3:30])[C:19](=[O:29])[NH:20][N:21]=2)([CH3:12])[CH2:9]1)=[O:7])([CH3:4])([CH3:3])[CH3:2].[CH3:31][C:32]1(C)[C:36](C)(C)OB(C(C)=C)O1.C([O-])([O-])=O.[K+].[K+].C(Cl)Cl, predict the reaction product. The product is: [C:1]([O:5][C:6]([N:8]1[CH2:11][C:10]([O:13][C:14]2[CH:15]=[C:16]3[C:25](=[CH:26][C:27]=2[C:32]([CH3:36])=[CH2:31])[O:24][CH2:23][C:22]2[N:17]3[CH:18]([CH3:30])[C:19](=[O:29])[NH:20][N:21]=2)([CH3:12])[CH2:9]1)=[O:7])([CH3:4])([CH3:3])[CH3:2]. (3) The product is: [NH2:30][C:29]1[NH:31][C:3](=[O:4])[C:2]([CH:8]([NH:10][C:11](=[O:22])[C:12]2[CH:17]=[CH:16][CH:15]=[C:14]([C:18]([F:21])([F:20])[F:19])[CH:13]=2)[CH3:9])=[N:27][N:28]=1. Given the reactants O=[C:2]([CH:8]([NH:10][C:11](=[O:22])[C:12]1[CH:17]=[CH:16][CH:15]=[C:14]([C:18]([F:21])([F:20])[F:19])[CH:13]=1)[CH3:9])[C:3](OCC)=[O:4].C(=O)(O)O.[NH2:27][NH:28][C:29]([NH2:31])=[NH:30], predict the reaction product. (4) Given the reactants C(OC([N:8]1[CH2:17][CH2:16][C:15]2[N:14]([CH2:18][C:19]3[CH:24]=[CH:23][C:22]([Cl:25])=[CH:21][CH:20]=3)[N:13]=[C:12]([C:26]3[CH:31]=[CH:30][CH:29]=[CH:28][CH:27]=3)[C:11]=2[CH2:10][CH2:9]1)=O)(C)(C)C.C(OC(N1CCC2N(CC3C=CC(Cl)=CC=3)N=C(S(C(F)(F)F)(=O)=O)C=2CC1)=O)(C)(C)C.C([O-])([O-])=O.[K+].[K+].C1(B(O)O)C=CC=CC=1, predict the reaction product. The product is: [Cl:25][C:22]1[CH:21]=[CH:20][C:19]([CH2:18][N:14]2[C:15]3[CH2:16][CH2:17][NH:8][CH2:9][CH2:10][C:11]=3[C:12]([C:26]3[CH:27]=[CH:28][CH:29]=[CH:30][CH:31]=3)=[N:13]2)=[CH:24][CH:23]=1. (5) Given the reactants C([O:5][C:6](=[O:22])[CH2:7][O:8][C:9]1[CH:10]=[N:11][C:12]([C:15]2[CH:20]=[CH:19][CH:18]=[CH:17][C:16]=2[F:21])=[CH:13][CH:14]=1)(C)(C)C.[C:23]([OH:29])([C:25]([F:28])([F:27])[F:26])=[O:24], predict the reaction product. The product is: [F:26][C:25]([F:28])([F:27])[C:23]([OH:29])=[O:24].[F:21][C:16]1[CH:17]=[CH:18][CH:19]=[CH:20][C:15]=1[C:12]1[N:11]=[CH:10][C:9]([O:8][CH2:7][C:6]([OH:22])=[O:5])=[CH:14][CH:13]=1. (6) Given the reactants [Cl:1][C:2]1[N:10]=[CH:9][C:8]([S:11](Cl)(=[O:13])=[O:12])=[CH:7][C:3]=1[C:4]([OH:6])=[O:5].[OH-].[NH4+:16], predict the reaction product. The product is: [NH2:16][S:11]([C:8]1[CH:9]=[N:10][C:2]([Cl:1])=[C:3]([CH:7]=1)[C:4]([OH:6])=[O:5])(=[O:13])=[O:12].